This data is from Reaction yield outcomes from USPTO patents with 853,638 reactions. The task is: Predict the reaction yield, written as a fraction of the theoretical maximum amount of product (1.0 means a 100% yield; for example, 0.34 means a 34% yield). (1) The reactants are [CH3:1][O:2][C:3]([C:5]1[CH:20]=[CH:19][C:8]2[S:9][C:10]3[CH:18]=[CH:17][CH:16]=[CH:15][C:11]=3[C:12](Cl)=[N:13][C:7]=2[CH:6]=1)=[O:4].CN1[CH2:26][CH2:25][CH2:24][C:23]1=O.[Cl-].[Mg+2].[Cl-]. The catalyst is C1COCC1. The yield is 0.890. The product is [CH3:1][O:2][C:3]([C:5]1[CH:20]=[CH:19][C:8]2[S:9][C:10]3[CH:18]=[CH:17][CH:16]=[CH:15][C:11]=3[C:12]([CH2:23][CH2:24][CH2:25][CH3:26])=[N:13][C:7]=2[CH:6]=1)=[O:4]. (2) The reactants are Br[C:2]1[CH:14]=[CH:13][C:5]([CH2:6][N:7]2[CH2:12][CH2:11][O:10][CH2:9][CH2:8]2)=[CH:4][C:3]=1[F:15].[B:16]1([B:16]2[O:20][C:19]([CH3:22])([CH3:21])[C:18]([CH3:24])([CH3:23])[O:17]2)[O:20][C:19]([CH3:22])([CH3:21])[C:18]([CH3:24])([CH3:23])[O:17]1.C(Cl)Cl.C([O-])(=O)C.[K+]. The catalyst is C(OCC)(=O)C.C1C=CC(P(C2C=CC=CC=2)[C-]2C=CC=C2)=CC=1.C1C=CC(P(C2C=CC=CC=2)[C-]2C=CC=C2)=CC=1.Cl[Pd]Cl.[Fe+2].CN(C=O)C. The product is [F:15][C:3]1[CH:4]=[C:5]([CH:13]=[CH:14][C:2]=1[B:16]1[O:20][C:19]([CH3:22])([CH3:21])[C:18]([CH3:24])([CH3:23])[O:17]1)[CH2:6][N:7]1[CH2:12][CH2:11][O:10][CH2:9][CH2:8]1. The yield is 0.650. (3) The reactants are [C:1]([NH:4][C@@H:5]1[CH2:10][C@H:9]([NH:11][CH2:12][C:13]2[CH:18]=[CH:17][C:16]([O:19][CH3:20])=[CH:15][CH:14]=2)[CH2:8][CH2:7][C@@H:6]1[N:21]1[CH2:25][CH2:24][C@H:23]([NH:26][C:27](=[O:36])[O:28][CH2:29][C:30]2[CH:35]=[CH:34][CH:33]=[CH:32][CH:31]=2)[C:22]1=[O:37])(=[O:3])[CH3:2].[CH2:38](N(CC)CC)C.C=O.C(O[BH-](OC(=O)C)OC(=O)C)(=O)C.[Na+]. The catalyst is ClCCl. The product is [C:1]([NH:4][C@@H:5]1[CH2:10][C@H:9]([N:11]([CH2:12][C:13]2[CH:14]=[CH:15][C:16]([O:19][CH3:20])=[CH:17][CH:18]=2)[CH3:38])[CH2:8][CH2:7][C@@H:6]1[N:21]1[CH2:25][CH2:24][C@H:23]([NH:26][C:27](=[O:36])[O:28][CH2:29][C:30]2[CH:31]=[CH:32][CH:33]=[CH:34][CH:35]=2)[C:22]1=[O:37])(=[O:3])[CH3:2]. The yield is 0.970.